This data is from Full USPTO retrosynthesis dataset with 1.9M reactions from patents (1976-2016). The task is: Predict the reactants needed to synthesize the given product. (1) Given the product [C:1]([NH:11][C@H:12]([C:17]([C@H:19]([NH2:41])[C:20](=[O:40])[CH:21]([NH:23][S:24]([C:27]1[CH:39]=[CH:38][C:30]2[O:31][C:32]3[CH:37]=[CH:36][CH:35]=[CH:34][C:33]=3[C:29]=2[CH:28]=1)(=[O:25])=[O:26])[CH3:22])=[O:18])[CH2:13][CH:14]([CH3:16])[CH3:15])([O:3][CH2:4][C:5]1[CH:6]=[CH:7][CH:8]=[CH:9][CH:10]=1)=[O:2], predict the reactants needed to synthesize it. The reactants are: [C:1]([NH:11][C@H:12]([C:17]([C@@H:19]([NH2:41])[CH:20]([OH:40])[CH:21]([NH:23][S:24]([C:27]1[CH:39]=[CH:38][C:30]2[O:31][C:32]3[CH:37]=[CH:36][CH:35]=[CH:34][C:33]=3[C:29]=2[CH:28]=1)(=[O:26])=[O:25])[CH3:22])=[O:18])[CH2:13][CH:14]([CH3:16])[CH3:15])([O:3][CH2:4][C:5]1[CH:10]=[CH:9][CH:8]=[CH:7][CH:6]=1)=[O:2].CC(C)=O.OS(O)(=O)=O.O=[Cr](=O)=O. (2) Given the product [F:1][C:2]1[CH:3]=[C:4]([CH2:15][CH2:16][C:17]2[CH:22]=[C:21]([C:23]3[NH:32][C:26]4[N:27]=[CH:28][NH:29][C:30](=[O:31])[C:25]=4[CH:24]=3)[CH:20]=[CH:19][N:18]=2)[CH:5]=[CH:6][C:7]=1[CH2:8][N:9]1[CH2:10][CH2:11][O:12][CH2:13][CH2:14]1, predict the reactants needed to synthesize it. The reactants are: [F:1][C:2]1[CH:3]=[C:4](/[CH:15]=[CH:16]/[C:17]2[CH:22]=[C:21]([C:23]3[NH:32][C:26]4[N:27]=[CH:28][NH:29][C:30](=[O:31])[C:25]=4[CH:24]=3)[CH:20]=[CH:19][N:18]=2)[CH:5]=[CH:6][C:7]=1[CH2:8][N:9]1[CH2:14][CH2:13][O:12][CH2:11][CH2:10]1.ClCCl. (3) The reactants are: [Na+].[I-:2].[CH2:3]([N:7]([CH3:21])[C:8](=[O:20])[CH2:9][CH2:10][CH2:11][CH2:12][CH2:13][CH2:14][CH2:15][CH2:16][CH2:17][CH2:18]Br)[CH2:4][CH2:5][CH3:6].CCCCCCC. Given the product [CH2:3]([N:7]([CH3:21])[C:8](=[O:20])[CH2:9][CH2:10][CH2:11][CH2:12][CH2:13][CH2:14][CH2:15][CH2:16][CH2:17][CH2:18][I:2])[CH2:4][CH2:5][CH3:6], predict the reactants needed to synthesize it. (4) Given the product [CH3:5][C:6]1[CH:7]=[N:8][C:9]([CH2:15][S+:16]([O-:28])[C:17]2[N-:18][C:19]3[CH:20]=[CH:21][C:22]([O:26][CH3:27])=[CH:23][C:24]=3[N:25]=2)=[C:10]([CH3:14])[C:11]=1[O:12][CH3:13].[Na+:31], predict the reactants needed to synthesize it. The reactants are: CC(C)=O.[CH3:5][C:6]1[CH:7]=[N:8][C:9]([CH2:15][S+:16]([O-:28])[C:17]2[NH:18][C:19]3[CH:20]=[CH:21][C:22]([O:26][CH3:27])=[CH:23][C:24]=3[N:25]=2)=[C:10]([CH3:14])[C:11]=1[O:12][CH3:13].C[O-].[Na+:31].CO. (5) Given the product [N:62]1[CH:59]=[CH:60][CH:61]=[C:56]([C:55]#[C:54][C:53]#[C:52][C:49]2[CH:50]=[CH:51][C:46]([C:45]([NH2:44])=[O:63])=[CH:47][CH:48]=2)[CH:57]=1, predict the reactants needed to synthesize it. The reactants are: O[C@@H]1CCN(C(C2C=CC(OC(F)(F)F)=CC=2)=O)[C@H]1C(NOCC1C=CC=CC=1)=O.COC(=O)C([NH:44][C:45](=[O:63])[C:46]1[CH:51]=[CH:50][C:49]([C:52]#[C:53][C:54]#[C:55][C:56]2[CH:61]=[CH:60][C:59]([NH2:62])=C[CH:57]=2)=[CH:48][CH:47]=1)CNC(OC(C)(C)C)=O.CCN(CC)CC. (6) Given the product [CH3:28][S:25]([C:18]1[C:19]([CH2:20][CH2:21][C:22]([OH:24])=[O:23])=[C:15](/[CH:13]=[C:7]2\[C:8](=[O:12])[NH:9][C:10]3[C:6]\2=[CH:5][CH:4]=[C:3]([O:2][CH3:1])[CH:11]=3)[NH:16][C:17]=1[CH3:29])(=[O:27])=[O:26], predict the reactants needed to synthesize it. The reactants are: [CH3:1][O:2][C:3]1[CH:11]=[C:10]2[C:6]([CH2:7][C:8](=[O:12])[NH:9]2)=[CH:5][CH:4]=1.[CH:13]([C:15]1[NH:16][C:17]([CH3:29])=[C:18]([S:25]([CH3:28])(=[O:27])=[O:26])[C:19]=1[CH2:20][CH2:21][C:22]([OH:24])=[O:23])=O.N1CCCCC1. (7) Given the product [OH:13][N:12]=[C:1]([C:3]1[N:8]=[CH:7][C:6]([C:9]([OH:11])=[O:10])=[CH:5][N:4]=1)[NH2:2], predict the reactants needed to synthesize it. The reactants are: [C:1]([C:3]1[N:8]=[CH:7][C:6]([C:9]([OH:11])=[O:10])=[CH:5][N:4]=1)#[N:2].[NH2:12][OH:13]. (8) Given the product [NH:50]1[CH:53]=[C:54]([C:12]2[N:17]=[C:16]3[N:18]([CH:21]([C:22]4[CH:23]=[C:24]5[C:29](=[CH:30][CH:31]=4)[N:28]=[CH:27][CH:26]=[CH:25]5)[CH3:67])[N:19]=[N:20][C:15]3=[CH:14][CH:13]=2)[CH:55]=[N:51]1, predict the reactants needed to synthesize it. The reactants are: FC1C=C([C:12]2[N:17]=[C:16]3[N:18]([CH2:21][C:22]4[CH:23]=[C:24]5[C:29](=[CH:30][CH:31]=4)[N:28]=[CH:27][CH:26]=[CH:25]5)[N:19]=[N:20][C:15]3=[CH:14][CH:13]=2)C=CC=1C(NC)=O.CN(C)CCNC(=O)C1C=CC(C2N=C3[N:50]([CH2:53][C:54]4[CH:55]=C5C(=CC=4)N=CC=C5)[N:51]=NC3=CC=2)=CC=1F.[C:67](O)(=O)C.N([O-])=O.[Na+]. (9) The reactants are: C1C2C(COC(=O)[NH:17][C@@H:18]([CH2:55][CH2:56][CH2:57][CH2:58][NH:59][C:60](=[O:98])[CH2:61][N:62]3[CH2:73][CH2:72][N:71]([CH2:74][C:75](=[O:81])[O:76][C:77]([CH3:80])([CH3:79])[CH3:78])[CH2:70][CH2:69][N:68]([CH2:82][C:83](=[O:89])[O:84][C:85]([CH3:88])([CH3:87])[CH3:86])[CH2:67][CH2:66][N:65]([CH2:90][C:91]([O:93][C:94]([CH3:97])([CH3:96])[CH3:95])=[O:92])[CH2:64][CH2:63]3)[C:19](=[O:54])[NH:20][CH2:21][CH2:22][CH2:23][CH2:24][C@@H:25]([C:47]([O:49][C:50]([CH3:53])([CH3:52])[CH3:51])=[O:48])[NH:26][C:27](=[O:46])[NH:28][C@H:29]([C:39]([O:41][C:42]([CH3:45])([CH3:44])[CH3:43])=[O:40])[CH2:30][CH2:31][C:32]([O:34][C:35]([CH3:38])([CH3:37])[CH3:36])=[O:33])C3C(=CC=CC=3)C=2C=CC=1.N1CCCCC1. Given the product [NH2:17][C@H:18]([C:19](=[O:54])[NH:20][CH2:21][CH2:22][CH2:23][CH2:24][C@@H:25]([C:47]([O:49][C:50]([CH3:53])([CH3:52])[CH3:51])=[O:48])[NH:26][C:27](=[O:46])[NH:28][C@H:29]([C:39]([O:41][C:42]([CH3:45])([CH3:44])[CH3:43])=[O:40])[CH2:30][CH2:31][C:32]([O:34][C:35]([CH3:37])([CH3:36])[CH3:38])=[O:33])[CH2:55][CH2:56][CH2:57][CH2:58][NH:59][C:60](=[O:98])[CH2:61][N:62]1[CH2:73][CH2:72][N:71]([CH2:74][C:75](=[O:81])[O:76][C:77]([CH3:80])([CH3:79])[CH3:78])[CH2:70][CH2:69][N:68]([CH2:82][C:83](=[O:89])[O:84][C:85]([CH3:88])([CH3:87])[CH3:86])[CH2:67][CH2:66][N:65]([CH2:90][C:91]([O:93][C:94]([CH3:95])([CH3:96])[CH3:97])=[O:92])[CH2:64][CH2:63]1, predict the reactants needed to synthesize it.